Dataset: Reaction yield outcomes from USPTO patents with 853,638 reactions. Task: Predict the reaction yield, written as a fraction of the theoretical maximum amount of product (1.0 means a 100% yield; for example, 0.34 means a 34% yield). (1) The reactants are FC(F)(F)C(O)=O.[Cl:8][C:9]1[CH:10]=[C:11]([NH:16][C:17]2[C:26]3[C:21](=[CH:22][C:23]([OH:29])=[C:24]([O:27][CH3:28])[CH:25]=3)[N:20]=[CH:19][N:18]=2)[CH:12]=[CH:13][C:14]=1[Cl:15].CS(O[CH:35]1[CH2:49][C@@H:38]2[CH2:39][N:40]([C:42]([O:44][C:45]([CH3:48])([CH3:47])[CH3:46])=[O:43])[CH2:41][C@@H:37]2[CH2:36]1)(=O)=O.C(=O)([O-])[O-].[K+].[K+]. The catalyst is CN(C)C(=O)C.CO.C(OCC)(=O)C. The product is [Cl:8][C:9]1[CH:10]=[C:11]([NH:16][C:17]2[C:26]3[C:21](=[CH:22][C:23]([O:29][CH:35]4[CH2:49][C@@H:38]5[CH2:39][N:40]([C:42]([O:44][C:45]([CH3:47])([CH3:46])[CH3:48])=[O:43])[CH2:41][C@@H:37]5[CH2:36]4)=[C:24]([O:27][CH3:28])[CH:25]=3)[N:20]=[CH:19][N:18]=2)[CH:12]=[CH:13][C:14]=1[Cl:15]. The yield is 0.980. (2) The reactants are [NH2:1][C:2]1[CH:7]=[CH:6][C:5]([C:8]2[CH:13]=[CH:12][C:11]([C:14](=[O:22])[CH2:15][C:16]([CH3:21])([CH3:20])[C:17]([OH:19])=[O:18])=[CH:10][CH:9]=2)=[CH:4][CH:3]=1.Br[C:24]1[S:25][C:26]([N+:29]([O-:31])=[O:30])=[CH:27][N:28]=1. The catalyst is C(O)CCC. The product is [CH3:21][C:16]([CH3:20])([CH2:15][C:14]([C:11]1[CH:12]=[CH:13][C:8]([C:5]2[CH:4]=[CH:3][C:2]([NH:1][C:24]3[S:25][C:26]([N+:29]([O-:31])=[O:30])=[CH:27][N:28]=3)=[CH:7][CH:6]=2)=[CH:9][CH:10]=1)=[O:22])[C:17]([OH:19])=[O:18]. The yield is 0.100. (3) The reactants are [CH2:1]([N:8]([CH2:26][C:27]1[CH:32]=[CH:31][CH:30]=[CH:29][CH:28]=1)[C:9]([C@@H:11]1[CH2:16][CH2:15][C:14](=[N:17][O:18][CH2:19][C:20]2[CH:25]=[CH:24][CH:23]=[CH:22][CH:21]=2)[CH2:13][NH:12]1)=[O:10])[C:2]1[CH:7]=[CH:6][CH:5]=[CH:4][CH:3]=1.S(=O)(=O)(O)O.[BH4-].[Na+].[OH-].[Na+]. The catalyst is O.C(OCC)(=O)C.C(#N)C.O1CCCC1. The product is [CH2:26]([N:8]([CH2:1][C:2]1[CH:7]=[CH:6][CH:5]=[CH:4][CH:3]=1)[C:9]([C@@H:11]1[CH2:16][CH2:15][C@@H:14]([NH:17][O:18][CH2:19][C:20]2[CH:21]=[CH:22][CH:23]=[CH:24][CH:25]=2)[CH2:13][NH:12]1)=[O:10])[C:27]1[CH:28]=[CH:29][CH:30]=[CH:31][CH:32]=1. The yield is 0.820. (4) The reactants are [N+](C1C=CC(CCN)=CC=1)([O-])=O.[CH3:13][O:14][C:15]1[N:20]=[C:19]([NH:21][CH2:22][CH2:23][C:24]2[S:25][CH:26]=[CH:27][CH:28]=2)[CH:18]=[C:17]([C:29]2[CH:34]=[CH:33][CH:32]=[C:31]([O:35][CH3:36])[CH:30]=2)[N:16]=1.[ClH:37]. The catalyst is CCO.CCOCC. The product is [ClH:37].[CH3:13][O:14][C:15]1[N:20]=[C:19]([NH:21][CH2:22][CH2:23][C:24]2[S:25][CH:26]=[CH:27][CH:28]=2)[CH:18]=[C:17]([C:29]2[CH:34]=[CH:33][CH:32]=[C:31]([O:35][CH3:36])[CH:30]=2)[N:16]=1. The yield is 0.450. (5) The reactants are [F:1][C:2]1[CH:3]=[C:4]2[C:9](=[CH:10][C:11]=1[OH:12])[CH2:8][CH:7]([C:13]([O:15][CH3:16])=[O:14])[CH2:6][CH2:5]2.[N+]([C:20]1[CH:25]=[CH:24][N:23]=[C:22]([NH:26][C:27]([CH:29]2[CH2:31][CH2:30]2)=[O:28])[CH:21]=1)([O-])=O.C(=O)([O-])[O-].[Cs+].[Cs+].CN(C)C=O. The catalyst is O. The product is [CH:29]1([C:27]([NH:26][C:22]2[CH:21]=[C:20]([O:12][C:11]3[CH:10]=[C:9]4[C:4]([CH2:5][CH2:6][CH:7]([C:13]([O:15][CH3:16])=[O:14])[CH2:8]4)=[CH:3][C:2]=3[F:1])[CH:25]=[CH:24][N:23]=2)=[O:28])[CH2:30][CH2:31]1. The yield is 0.670.